From a dataset of Catalyst prediction with 721,799 reactions and 888 catalyst types from USPTO. Predict which catalyst facilitates the given reaction. (1) Reactant: [CH3:1][O:2][CH2:3][C@H:4]([CH3:38])[O:5][C:6]1[CH:7]=[C:8]([C:23]2[NH:27][C:26]([C:28]([O:30]CC3C=CC=CC=3)=[O:29])=[CH:25][CH:24]=2)[CH:9]=[C:10]([O:12][C:13]2[CH:18]=[N:17][C:16]([S:19]([CH3:22])(=[O:21])=[O:20])=[CH:15][N:14]=2)[CH:11]=1. Product: [CH3:1][O:2][CH2:3][C@H:4]([CH3:38])[O:5][C:6]1[CH:7]=[C:8]([C:23]2[NH:27][C:26]([C:28]([OH:30])=[O:29])=[CH:25][CH:24]=2)[CH:9]=[C:10]([O:12][C:13]2[CH:18]=[N:17][C:16]([S:19]([CH3:22])(=[O:21])=[O:20])=[CH:15][N:14]=2)[CH:11]=1. The catalyst class is: 129. (2) The catalyst class is: 135. Reactant: CC(OC([NH:8][C:9]1[C:10]([C:19]([NH:21][CH:22]([C@H:27]2[CH2:32][CH2:31][C@@H:30]([C:33]([F:36])([F:35])[F:34])[CH2:29][CH2:28]2)[C:23]([O:25][CH3:26])=[O:24])=[O:20])=[CH:11][C:12]2[C:17]([CH:18]=1)=[CH:16][CH:15]=[CH:14][CH:13]=2)=O)(C)C.[ClH:37]. Product: [ClH:37].[NH2:8][C:9]1[C:10]([C:19]([NH:21][CH:22]([C@H:27]2[CH2:32][CH2:31][C@@H:30]([C:33]([F:34])([F:35])[F:36])[CH2:29][CH2:28]2)[C:23]([O:25][CH3:26])=[O:24])=[O:20])=[CH:11][C:12]2[C:17]([CH:18]=1)=[CH:16][CH:15]=[CH:14][CH:13]=2. (3) Reactant: [Cl:1][C:2]1[CH:3]=[C:4]([C:8]2[CH:9]=[C:10]([CH2:16][N:17]3[NH:21][N:20]=C(CC(OCC)=O)N3)[CH:11]=[N:12][C:13]=2[O:14][CH3:15])[CH:5]=[CH:6][CH:7]=1.[H-].[H-].[H-].[H-].[Li+].[Al+3].[F-].[K+].[OH2:36]. Product: [Cl:1][C:2]1[CH:3]=[C:4]([C:8]2[CH:9]=[C:10]([CH2:16][N:17]3[C:11]([CH2:10][CH2:9][OH:36])=[N:12][N:20]=[N:21]3)[CH:11]=[N:12][C:13]=2[O:14][CH3:15])[CH:5]=[CH:6][CH:7]=1. The catalyst class is: 1. (4) Reactant: [CH3:1][C:2]1([CH3:21])[NH:6][C:5](=[O:7])[N:4]([C:8]([C:10]2[C:19]3[C:14](=[CH:15][CH:16]=[CH:17][CH:18]=3)[CH:13]=[CH:12][CH:11]=2)=[O:9])[C:3]1=[O:20].Br[CH2:23][C:24]([O:26][C:27]([CH3:30])([CH3:29])[CH3:28])=[O:25].C(=O)([O-])[O-].[K+].[K+].O. Product: [CH3:1][C:2]1([CH3:21])[N:6]([CH2:23][C:24]([O:26][C:27]([CH3:30])([CH3:29])[CH3:28])=[O:25])[C:5](=[O:7])[N:4]([C:8]([C:10]2[C:19]3[C:14](=[CH:15][CH:16]=[CH:17][CH:18]=3)[CH:13]=[CH:12][CH:11]=2)=[O:9])[C:3]1=[O:20]. The catalyst class is: 39. (5) Reactant: [NH2:1][C:2]1[C:3]([C:16]2[CH:28]=[CH:27][C:19]([C:20]([O:22][C:23]([CH3:26])([CH3:25])[CH3:24])=[O:21])=[C:18]([F:29])[CH:17]=2)=[N:4][C:5]([C@@H:8]2[CH2:13][CH2:12][C:11](=[O:14])[C@@H:10]([F:15])[CH2:9]2)=[CH:6][N:7]=1.[BH4-].[Na+]. Product: [NH2:1][C:2]1[C:3]([C:16]2[CH:28]=[CH:27][C:19]([C:20]([O:22][C:23]([CH3:26])([CH3:24])[CH3:25])=[O:21])=[C:18]([F:29])[CH:17]=2)=[N:4][C:5]([C@@H:8]2[CH2:13][CH2:12][C@@H:11]([OH:14])[C@@H:10]([F:15])[CH2:9]2)=[CH:6][N:7]=1. The catalyst class is: 5.